From a dataset of Peptide-MHC class II binding affinity with 134,281 pairs from IEDB. Regression. Given a peptide amino acid sequence and an MHC pseudo amino acid sequence, predict their binding affinity value. This is MHC class II binding data. (1) The peptide sequence is EKKYGAATQFEPLAA. The MHC is HLA-DQA10301-DQB10302 with pseudo-sequence HLA-DQA10301-DQB10302. The binding affinity (normalized) is 0.396. (2) The peptide sequence is RKAGKSVVVLNRKTF. The MHC is DRB1_0301 with pseudo-sequence DRB1_0301. The binding affinity (normalized) is 0.409. (3) The binding affinity (normalized) is 0. The MHC is HLA-DQA10501-DQB10402 with pseudo-sequence HLA-DQA10501-DQB10402. The peptide sequence is SEDLGKTFSVGTGNC. (4) The peptide sequence is AANTAGTTVYGAFAA. The MHC is HLA-DPA10103-DPB10401 with pseudo-sequence HLA-DPA10103-DPB10401. The binding affinity (normalized) is 0.232. (5) The peptide sequence is VTMNDVKIEYSGTNN. The MHC is HLA-DQA10201-DQB10202 with pseudo-sequence HLA-DQA10201-DQB10202. The binding affinity (normalized) is 0.0258.